Dataset: Full USPTO retrosynthesis dataset with 1.9M reactions from patents (1976-2016). Task: Predict the reactants needed to synthesize the given product. (1) Given the product [N:1]1[CH:6]=[CH:5][CH:4]=[CH:3][C:2]=1[C:7]([NH:9][C:10]1[C:11]([C:15]([NH:17][CH2:18][CH2:19][CH2:20][C:21]([OH:23])=[O:22])=[O:16])=[N:12][NH:13][CH:14]=1)=[O:8], predict the reactants needed to synthesize it. The reactants are: [N:1]1[CH:6]=[CH:5][CH:4]=[CH:3][C:2]=1[C:7]([NH:9][C:10]1[C:11]([C:15]([NH:17][CH2:18][CH2:19][CH2:20][C:21]([O:23]CC)=[O:22])=[O:16])=[N:12][NH:13][CH:14]=1)=[O:8].C(O)C.[OH-].[Na+].Cl. (2) Given the product [CH3:1][O:2][C:3]([N:5]1[CH2:6][CH2:7][CH:8]([CH:11]=[O:12])[CH2:9][CH2:10]1)=[O:4], predict the reactants needed to synthesize it. The reactants are: [CH3:1][O:2][C:3]([N:5]1[CH2:10][CH2:9][CH:8]([CH2:11][OH:12])[CH2:7][CH2:6]1)=[O:4].C(=O)(O)[O-].[Na+].[Br-].[Na+].Cl[O-].[Na+]. (3) Given the product [OH:34][C:20]1[CH:19]=[CH:18][C:17]2[C@@H:16]3[C@H:25]([C@H:26]4[C@@:30]([CH2:32][C@@H:15]3[C:12]3[CH:11]=[CH:10][C:9]([O:8][CH2:7][CH2:6][CH2:5][CH2:4][CH2:3][CH2:2][Cl:1])=[CH:14][CH:13]=3)([CH3:31])[C:29](=[O:33])[CH2:28][CH2:27]4)[CH2:24][CH2:23][C:22]=2[CH:21]=1, predict the reactants needed to synthesize it. The reactants are: [Cl:1][CH2:2][CH2:3][CH2:4][CH2:5][CH2:6][CH2:7][O:8][C:9]1[CH:14]=[CH:13][C:12]([C@H:15]2[CH2:32][C@@:30]3([CH3:31])[C@@H:26]([CH2:27][CH2:28][C:29]3=[O:33])[C@H:25]3[C:16]2=[C:17]2[C:22]([CH2:23][CH2:24]3)=[CH:21][C:20](=[O:34])[CH2:19][CH2:18]2)=[CH:11][CH:10]=1.C(OC(=O)C)(=O)C.C(Br)(=O)C. (4) Given the product [CH3:26][C:27]([CH3:32])([CH3:31])[C:28]([N:11]1[CH2:10][CH2:9][CH:8]([CH2:7][C:6]2[C:2]([CH3:1])=[N:3][N:4]([CH2:15][C@H:16]([NH:18][C:19](=[O:25])[O:20][C:21]([CH3:24])([CH3:23])[CH3:22])[CH3:17])[C:5]=2[CH3:14])[CH2:13][CH2:12]1)=[O:29], predict the reactants needed to synthesize it. The reactants are: [CH3:1][C:2]1[C:6]([CH2:7][CH:8]2[CH2:13][CH2:12][NH:11][CH2:10][CH2:9]2)=[C:5]([CH3:14])[N:4]([CH2:15][C@H:16]([NH:18][C:19](=[O:25])[O:20][C:21]([CH3:24])([CH3:23])[CH3:22])[CH3:17])[N:3]=1.[CH3:26][C:27]([CH3:32])([CH3:31])[C:28](Cl)=[O:29]. (5) The reactants are: [CH3:1][N:2]1[CH2:6][CH2:5][C@H:4]([O:7][C:8]2[CH:15]=[CH:14][C:13]([C:16]([F:19])([F:18])[F:17])=[CH:12][C:9]=2[C:10]#N)[CH2:3]1.[OH-:20].[Na+].[OH:22]O. Given the product [CH3:1][N:2]1[CH2:6][CH2:5][C@H:4]([O:7][C:8]2[CH:15]=[CH:14][C:13]([C:16]([F:19])([F:18])[F:17])=[CH:12][C:9]=2[C:10]([OH:22])=[O:20])[CH2:3]1, predict the reactants needed to synthesize it. (6) Given the product [Cl-:1].[CH:16]1([C@@:8]([OH:9])([C:10]2[CH:15]=[CH:14][CH:13]=[CH:12][CH:11]=2)[C:5]2[CH:4]=[C:3]([CH2:2][N+:30]34[CH2:31][CH2:32][CH:33]([CH2:34][CH2:35]3)[C@@H:28]([O:27][C:26]3[CH:36]=[CH:37][C:23]([F:22])=[CH:24][CH:25]=3)[CH2:29]4)[O:7][N:6]=2)[CH2:21][CH2:20][CH2:19][CH2:18][CH2:17]1, predict the reactants needed to synthesize it. The reactants are: [Cl:1][CH2:2][C:3]1[O:7][N:6]=[C:5]([C@@:8]([CH:16]2[CH2:21][CH2:20][CH2:19][CH2:18][CH2:17]2)([C:10]2[CH:15]=[CH:14][CH:13]=[CH:12][CH:11]=2)[OH:9])[CH:4]=1.[F:22][C:23]1[CH:37]=[CH:36][C:26]([O:27][C@@H:28]2[CH:33]3[CH2:34][CH2:35][N:30]([CH2:31][CH2:32]3)[CH2:29]2)=[CH:25][CH:24]=1. (7) The reactants are: [CH2:1]([Mg]Br)[CH3:2].[Cl:5][C:6]1[C:14]2[CH:13]=[C:12]([C:15](N(OC)C)=[O:16])[S:11][C:10]=2[CH:9]=[CH:8][CH:7]=1.O.Cl. Given the product [Cl:5][C:6]1[C:14]2[CH:13]=[C:12]([C:15](=[O:16])[CH2:1][CH3:2])[S:11][C:10]=2[CH:9]=[CH:8][CH:7]=1, predict the reactants needed to synthesize it.